Dataset: Catalyst prediction with 721,799 reactions and 888 catalyst types from USPTO. Task: Predict which catalyst facilitates the given reaction. (1) Reactant: [Cl:1][C:2]1[CH:7]=[C:6]([C:8]#[C:9][Si](C)(C)C)[CH:5]=[CH:4][N:3]=1.[F:14][C:15]1[CH:20]=[CH:19][C:18]([N:21]2[CH:25]=[C:24](I)[N:23]=[C:22]2[CH:27]([CH3:29])[CH3:28])=[CH:17][CH:16]=1.[C:30]([OH:37])(=[O:36])/[CH:31]=[CH:32]/[C:33]([OH:35])=[O:34]. Product: [C:30]([OH:37])(=[O:36])/[CH:31]=[CH:32]/[C:33]([OH:35])=[O:34].[Cl:1][C:2]1[CH:7]=[C:6]([C:8]#[C:9][C:24]2[N:23]=[C:22]([CH:27]([CH3:29])[CH3:28])[N:21]([C:18]3[CH:19]=[CH:20][C:15]([F:14])=[CH:16][CH:17]=3)[CH:25]=2)[CH:5]=[CH:4][N:3]=1. The catalyst class is: 5. (2) Reactant: [CH3:1][O:2][C:3]1[N:8]=[CH:7][C:6]([N:9]2[CH2:24][CH2:23][C:12]3[N:13]=[CH:14][N:15]=[C:16]([O:17][C@H:18]4[CH2:22][CH2:21][NH:20][CH2:19]4)[C:11]=3[CH2:10]2)=[CH:5][C:4]=1[C:25]([F:28])([F:27])[F:26].[CH3:29][N:30]1[CH:34]=[C:33]([C:35](O)=[O:36])[CH:32]=[N:31]1.N1(O)C2C=CC=CC=2N=N1.C(Cl)CCl. Product: [CH3:1][O:2][C:3]1[N:8]=[CH:7][C:6]([N:9]2[CH2:24][CH2:23][C:12]3[N:13]=[CH:14][N:15]=[C:16]([O:17][C@H:18]4[CH2:22][CH2:21][N:20]([C:35]([C:33]5[CH:32]=[N:31][N:30]([CH3:29])[CH:34]=5)=[O:36])[CH2:19]4)[C:11]=3[CH2:10]2)=[CH:5][C:4]=1[C:25]([F:28])([F:26])[F:27]. The catalyst class is: 2. (3) Reactant: [CH:1]([C:3]1[CH:8]=[CH:7][C:6]([N:9]2[CH2:14][CH2:13][N:12]([C:15]([O:17][C:18]([CH3:21])([CH3:20])[CH3:19])=[O:16])[CH2:11][CH2:10]2)=[CH:5][CH:4]=1)=[O:2].[BH4-].[Li+]. Product: [OH:2][CH2:1][C:3]1[CH:4]=[CH:5][C:6]([N:9]2[CH2:10][CH2:11][N:12]([C:15]([O:17][C:18]([CH3:21])([CH3:20])[CH3:19])=[O:16])[CH2:13][CH2:14]2)=[CH:7][CH:8]=1. The catalyst class is: 332. (4) Reactant: Br[C:2]1[CH:3]=[C:4]([CH:12]=[CH:13][C:14]([C:16]2[CH:21]=[C:20]([O:22][CH3:23])[C:19]([O:24][CH3:25])=[C:18]([O:26][CH3:27])[CH:17]=2)=[O:15])[CH:5]=[C:6]([O:10][CH3:11])[C:7]=1[O:8][CH3:9].[S:28]1[CH:32]=[CH:31][CH:30]=[C:29]1B(O)O.C(=O)([O-])[O-].[Na+].[Na+].O. Product: [CH3:11][O:10][C:6]1[CH:5]=[C:4]([CH:12]=[CH:13][C:14]([C:16]2[CH:21]=[C:20]([O:22][CH3:23])[C:19]([O:24][CH3:25])=[C:18]([O:26][CH3:27])[CH:17]=2)=[O:15])[CH:3]=[C:2]([C:29]2[S:28][CH:32]=[CH:31][CH:30]=2)[C:7]=1[O:8][CH3:9]. The catalyst class is: 104. (5) Reactant: [N:1]1[C:10]2[CH2:9][CH2:8][CH2:7][CH2:6][C:5]=2[N:4]=[CH:3][C:2]=1[OH:11].[H-].[Na+].[Cl:14][C:15]1[CH:22]=[CH:21][CH:20]=[C:19](F)[C:16]=1[CH:17]=[O:18].Cl. Product: [Cl:14][C:15]1[CH:22]=[CH:21][CH:20]=[C:19]([O:11][C:2]2[CH:3]=[N:4][C:5]3[CH2:6][CH2:7][CH2:8][CH2:9][C:10]=3[N:1]=2)[C:16]=1[CH:17]=[O:18]. The catalyst class is: 9. (6) Reactant: [Br-].[CH2:2]([O:4][C:5](=[O:44])/[CH:6]=[CH:7]/[CH2:8][N+:9]1[C:17]2[C:12](=[CH:13][CH:14]=[CH:15][CH:16]=2)[C:11]([CH3:19])([CH3:18])[C:10]=1/[CH:20]=[CH:21]/[CH:22]=[CH:23]/[CH:24]=[C:25]1/[N:26]([CH2:36]/[CH:37]=[CH:38]/[C:39]([O:41][CH2:42][CH3:43])=[O:40])[C:27]2[C:32]([C:33]/1([CH3:35])[CH3:34])=[CH:31][CH:30]=[CH:29][CH:28]=2)[CH3:3].[BH4-].[Na+]. Product: [CH2:42]([O:41][C:39](=[O:40])/[CH:38]=[CH:37]/[CH2:36][N:26]1[C:27]2[C:32](=[CH:31][CH:30]=[CH:29][CH:28]=2)[C:33]([CH3:35])([CH3:34])[CH:25]1/[CH:24]=[CH:23]/[CH:22]=[CH:21]/[CH:20]=[C:10]1/[N:9]([CH2:8]/[CH:7]=[CH:6]/[C:5]([O:4][CH2:2][CH3:3])=[O:44])[C:17]2[C:12]([C:11]/1([CH3:18])[CH3:19])=[CH:13][CH:14]=[CH:15][CH:16]=2)[CH3:43]. The catalyst class is: 254.